From a dataset of Full USPTO retrosynthesis dataset with 1.9M reactions from patents (1976-2016). Predict the reactants needed to synthesize the given product. (1) Given the product [CH3:15][N:16]1[CH2:21][CH2:20][N:19]([C:12]([C:4]2[NH:3][C:2](=[O:1])[C:11]3[C:6]([CH:5]=2)=[CH:7][CH:8]=[CH:9][CH:10]=3)=[O:14])[CH2:18][CH2:17]1, predict the reactants needed to synthesize it. The reactants are: [O:1]=[C:2]1[C:11]2[C:6](=[CH:7][CH:8]=[CH:9][CH:10]=2)[CH:5]=[C:4]([C:12]([OH:14])=O)[NH:3]1.[CH3:15][N:16]1[CH2:21][CH2:20][NH:19][CH2:18][CH2:17]1.C(N(CC)CC)C.F[P-](F)(F)(F)(F)F.N1(O[P+](N(C)C)(N(C)C)N(C)C)C2C=CC=CC=2N=N1. (2) Given the product [NH2:1][CH2:4][C:5]1[S:6][CH:7]=[C:8]([C:10]#[N:11])[N:9]=1, predict the reactants needed to synthesize it. The reactants are: [N:1]([CH2:4][C:5]1[S:6][CH:7]=[C:8]([C:10]#[N:11])[N:9]=1)=[N+]=[N-].C1(P(C2C=CC=CC=2)C2C=CC=CC=2)C=CC=CC=1. (3) Given the product [NH2:1][C:2]1[N:7]=[CH:6][C:5]([C:8]2[CH:13]=[CH:12][C:11]([S:14]([CH:17]3[CH2:22][CH2:21][CH2:20][N:19]([C:23]([O:25][C:26]([CH3:28])([CH3:27])[CH3:29])=[O:24])[CH2:18]3)(=[O:15])=[O:16])=[CH:10][CH:9]=2)=[N:4][C:3]=1[C:30]([NH:35][NH2:36])=[O:32], predict the reactants needed to synthesize it. The reactants are: [NH2:1][C:2]1[C:3]([C:30]([O:32]C)=O)=[N:4][C:5]([C:8]2[CH:13]=[CH:12][C:11]([S:14]([CH:17]3[CH2:22][CH2:21][CH2:20][N:19]([C:23]([O:25][C:26]([CH3:29])([CH3:28])[CH3:27])=[O:24])[CH2:18]3)(=[O:16])=[O:15])=[CH:10][CH:9]=2)=[CH:6][N:7]=1.O.[NH2:35][NH2:36]. (4) Given the product [OH:19][CH:18]=[C:3]1[CH2:4][CH2:5][C:6]2[C:7]3[C:12](=[CH:11][CH:10]=[C:9]([C:15]([OH:17])=[O:16])[CH:8]=3)[NH:13][C:14]=2[C:2]1=[O:1], predict the reactants needed to synthesize it. The reactants are: [O:1]=[C:2]1[C:14]2[NH:13][C:12]3[C:7](=[CH:8][C:9]([C:15]([OH:17])=[O:16])=[CH:10][CH:11]=3)[C:6]=2[CH2:5][CH2:4][CH2:3]1.[CH:18](OCC)=[O:19].Cl. (5) Given the product [CH3:15][O:16][C:17]1[C:24]([C:2]2[C:11](=[O:12])[C:10]3[C:5](=[CH:6][C:7]([O:13][CH3:14])=[CH:8][CH:9]=3)[O:4][CH:3]=2)=[CH:23][C:22]([O:29][CH3:30])=[CH:21][C:18]=1[C:19]#[N:20], predict the reactants needed to synthesize it. The reactants are: Br[C:2]1[C:11](=[O:12])[C:10]2[C:5](=[CH:6][C:7]([O:13][CH3:14])=[CH:8][CH:9]=2)[O:4][CH:3]=1.[CH3:15][O:16][C:17]1[C:24]([Sn](C)(C)C)=[CH:23][C:22]([O:29][CH3:30])=[CH:21][C:18]=1[C:19]#[N:20]. (6) Given the product [Cl:1][C:2]1[CH:3]=[C:4]([NH:9][C:10]2[C:11]3[C:18](=[CH:35][C:22]4[NH:23][C:24]([C:26]([N:28]5[CH2:29][CH2:30][N:31]([CH3:34])[CH2:32][CH2:33]5)=[O:27])=[CH:25][C:21]=4[CH3:20])[C:17](=[O:19])[NH:16][C:12]=3[N:13]=[CH:14][N:15]=2)[CH:5]=[CH:6][C:7]=1[F:8], predict the reactants needed to synthesize it. The reactants are: [Cl:1][C:2]1[CH:3]=[C:4]([NH:9][C:10]2[C:11]3[CH2:18][C:17](=[O:19])[NH:16][C:12]=3[N:13]=[CH:14][N:15]=2)[CH:5]=[CH:6][C:7]=1[F:8].[CH3:20][C:21]1[CH:25]=[C:24]([C:26]([N:28]2[CH2:33][CH2:32][N:31]([CH3:34])[CH2:30][CH2:29]2)=[O:27])[NH:23][C:22]=1[CH:35]=O.